This data is from Catalyst prediction with 721,799 reactions and 888 catalyst types from USPTO. The task is: Predict which catalyst facilitates the given reaction. (1) Reactant: [NH2:1][C:2]1[CH:7]=[CH:6][CH:5]=[C:4]([Cl:8])[C:3]=1[CH2:9]O.[CH3:11][C:12]1[CH:17]=[C:16]([C:18]([CH3:20])=O)[CH:15]=[C:14]([CH3:21])[CH:13]=1.[OH-].[K+]. Product: [Cl:8][C:4]1[CH:5]=[CH:6][CH:7]=[C:2]2[C:3]=1[CH:9]=[CH:20][C:18]([C:16]1[CH:17]=[C:12]([CH3:11])[CH:13]=[C:14]([CH3:21])[CH:15]=1)=[N:1]2. The catalyst class is: 11. (2) Reactant: [Br-].[O:2]1[CH2:7][CH2:6][CH2:5][O:4][CH:3]1[CH2:8][CH2:9][P+](C1C=CC=CC=1)(C1C=CC=CC=1)C1C=CC=CC=1.CC([O-])(C)C.[K+].[CH2:35]([C@H:38]1[CH2:43][CH2:42][C@H:41]([CH:44]2[CH2:49][CH2:48][C:47](=O)[CH2:46][CH2:45]2)[CH2:40][CH2:39]1)[CH2:36][CH3:37]. Product: [CH2:35]([C@H:38]1[CH2:43][CH2:42][C@H:41]([CH:44]2[CH2:49][CH2:48][C:47](=[CH:9][CH2:8][CH:3]3[O:2][CH2:7][CH2:6][CH2:5][O:4]3)[CH2:46][CH2:45]2)[CH2:40][CH2:39]1)[CH2:36][CH3:37]. The catalyst class is: 1. (3) Reactant: [C:1]([O:5][C:6]([NH:8][C@H:9]([C:13]([OH:15])=[O:14])[CH:10]([CH3:12])[CH3:11])=[O:7])([CH3:4])([CH3:3])[CH3:2].C(=O)([O-])[O-].[Cs+:20].[Cs+]. Product: [C:1]([O:5][C:6]([NH:8][C@@H:9]([CH:10]([CH3:12])[CH3:11])[C:13]([O-:15])=[O:14])=[O:7])([CH3:4])([CH3:3])[CH3:2].[Cs+:20]. The catalyst class is: 24. (4) Reactant: [OH:1][C:2]1[CH:11]=[CH:10][CH:9]=[C:8]([O:12][CH3:13])[C:3]=1[C:4]([O:6][CH3:7])=[O:5].[CH3:14][N:15]([CH3:19])[C:16](Cl)=[S:17].N12CCN(CC1)CC2.O. Product: [CH3:14][N:15]([CH3:19])[C:16]([O:1][C:2]1[CH:11]=[CH:10][CH:9]=[C:8]([O:12][CH3:13])[C:3]=1[C:4]([O:6][CH3:7])=[O:5])=[S:17]. The catalyst class is: 42. (5) Reactant: [Cl:1][C:2]1[CH:19]=[C:18]([Cl:20])[CH:17]=[CH:16][C:3]=1[O:4][CH:5]1[CH2:8][N:7](C(OC(C)(C)C)=O)[CH2:6]1.FC(F)(F)C(O)=O. Product: [Cl:1][C:2]1[CH:19]=[C:18]([Cl:20])[CH:17]=[CH:16][C:3]=1[O:4][CH:5]1[CH2:8][NH:7][CH2:6]1. The catalyst class is: 2. (6) Reactant: [CH3:1][O:2][C:3](=[O:15])[C:4]1[CH:9]=[C:8]([CH3:10])[CH:7]=[C:6]([N+:11]([O-])=O)[C:5]=1[NH2:14].[H][H]. Product: [CH3:1][O:2][C:3](=[O:15])[C:4]1[CH:9]=[C:8]([CH3:10])[CH:7]=[C:6]([NH2:11])[C:5]=1[NH2:14]. The catalyst class is: 19.